This data is from NCI-60 drug combinations with 297,098 pairs across 59 cell lines. The task is: Regression. Given two drug SMILES strings and cell line genomic features, predict the synergy score measuring deviation from expected non-interaction effect. Drug 1: CCC(=C(C1=CC=CC=C1)C2=CC=C(C=C2)OCCN(C)C)C3=CC=CC=C3.C(C(=O)O)C(CC(=O)O)(C(=O)O)O. Drug 2: CC(C)NC(=O)C1=CC=C(C=C1)CNNC.Cl. Cell line: SN12C. Synergy scores: CSS=3.14, Synergy_ZIP=-0.362, Synergy_Bliss=2.40, Synergy_Loewe=-2.02, Synergy_HSA=-0.0303.